This data is from Catalyst prediction with 721,799 reactions and 888 catalyst types from USPTO. The task is: Predict which catalyst facilitates the given reaction. Reactant: [I:1][C:2]1[C:10]2[C:5](=[CH:6][CH:7]=[C:8]([C:11]([OH:13])=O)[CH:9]=2)[NH:4][N:3]=1.[CH:14]1([CH:17]([C:19]2[S:20][CH:21]=[CH:22][N:23]=2)[NH2:18])[CH2:16][CH2:15]1.CN(C(ON1N=NC2C=CC=CC1=2)=[N+](C)C)C.[B-](F)(F)(F)F.CCN(C(C)C)C(C)C. The catalyst class is: 136. Product: [CH:14]1([CH:17]([C:19]2[S:20][CH:21]=[CH:22][N:23]=2)[NH:18][C:11]([C:8]2[CH:9]=[C:10]3[C:5](=[CH:6][CH:7]=2)[NH:4][N:3]=[C:2]3[I:1])=[O:13])[CH2:16][CH2:15]1.